Dataset: Reaction yield outcomes from USPTO patents with 853,638 reactions. Task: Predict the reaction yield, written as a fraction of the theoretical maximum amount of product (1.0 means a 100% yield; for example, 0.34 means a 34% yield). (1) The reactants are [O:1]1[CH:5]=[CH:4][CH:3]=[C:2]1/[CH:6]=[CH:7]/[CH:8]([N:25]([OH:28])[CH:26]=[O:27])[CH2:9][S:10]([N:13]1[CH2:22][CH2:21][C:20]2[C:15](=[CH:16][C:17]([O:23][CH3:24])=[CH:18][CH:19]=2)[CH2:14]1)(=[O:12])=[O:11].[H][H]. The catalyst is CO.[Pd]. The product is [OH:28][N:25]([CH:8]([CH2:9][S:10]([N:13]1[CH2:22][CH2:21][C:20]2[C:15](=[CH:16][C:17]([O:23][CH3:24])=[CH:18][CH:19]=2)[CH2:14]1)(=[O:11])=[O:12])[CH2:7][CH2:6][CH:2]1[CH2:3][CH2:4][CH2:5][O:1]1)[CH:26]=[O:27]. The yield is 0.330. (2) The reactants are C([O-])(O)=O.[Na+].[NH:6]1[C:14]2[C:9](=[CH:10][CH:11]=[CH:12][CH:13]=2)[CH2:8][CH2:7]1.[C:15](Cl)(=[O:17])[CH3:16]. The catalyst is C(Cl)Cl. The product is [N:6]1([C:15](=[O:17])[CH3:16])[C:14]2[C:9](=[CH:10][CH:11]=[CH:12][CH:13]=2)[CH2:8][CH2:7]1. The yield is 1.00. (3) The product is [C:1]([O:4][C:5]1[CH:13]=[C:12]([Cl:14])[CH:11]=[CH:10][C:6]=1[C:7]([NH:15][C:16]1[CH:17]=[CH:18][C:19]([N:22]2[C:26]([C:27]([F:28])([F:29])[F:30])=[CH:25][C:24]([C:31]([F:34])([F:33])[F:32])=[N:23]2)=[CH:20][CH:21]=1)=[O:9])(=[O:3])[CH3:2]. The yield is 0.740. The reactants are [C:1]([O:4][C:5]1[CH:13]=[C:12]([Cl:14])[CH:11]=[CH:10][C:6]=1[C:7]([OH:9])=O)(=[O:3])[CH3:2].[NH2:15][C:16]1[CH:21]=[CH:20][C:19]([N:22]2[C:26]([C:27]([F:30])([F:29])[F:28])=[CH:25][C:24]([C:31]([F:34])([F:33])[F:32])=[N:23]2)=[CH:18][CH:17]=1. No catalyst specified.